From a dataset of Forward reaction prediction with 1.9M reactions from USPTO patents (1976-2016). Predict the product of the given reaction. Given the reactants FC(F)(F)C(O)=O.[CH2:8]([O:10][C:11]1[CH:12]=[CH:13][C:14]([F:42])=[C:15]([C:17]2[CH:22]=[C:21]([CH3:23])[N:20]=[C:19]([C:24]#[C:25][CH2:26][C@@:27]3([NH:34]C(=O)OC(C)(C)C)[CH2:31][CH2:30][N:29]([CH3:32])[C:28]3=[O:33])[N:18]=2)[CH:16]=1)[CH3:9].C([O-])([O-])=O.[K+].[K+], predict the reaction product. The product is: [NH2:34][C@:27]1([CH2:26][C:25]#[C:24][C:19]2[N:18]=[C:17]([C:15]3[CH:16]=[C:11]([O:10][CH2:8][CH3:9])[CH:12]=[CH:13][C:14]=3[F:42])[CH:22]=[C:21]([CH3:23])[N:20]=2)[CH2:31][CH2:30][N:29]([CH3:32])[C:28]1=[O:33].